Dataset: Full USPTO retrosynthesis dataset with 1.9M reactions from patents (1976-2016). Task: Predict the reactants needed to synthesize the given product. (1) Given the product [Cl:9][C:10]1[CH:15]=[CH:14][C:13]([N:16]2[CH:20]([C:21]3[CH:26]=[CH:25][CH:24]=[CH:23][CH:22]=3)[CH2:19][C:18]([C:27]([NH2:3])=[NH:1])=[N:17]2)=[CH:12][CH:11]=1, predict the reactants needed to synthesize it. The reactants are: [NH4+:1].[Cl-].[N:3]#N.C[Al](C)C.[Cl:9][C:10]1[CH:15]=[CH:14][C:13]([N:16]2[CH:20]([C:21]3[CH:26]=[CH:25][CH:24]=[CH:23][CH:22]=3)[CH2:19][C:18]([C:27](OCC)=O)=[N:17]2)=[CH:12][CH:11]=1. (2) Given the product [Cl:1][C:2]1[CH:10]=[CH:9][CH:8]=[C:7]2[C:3]=1[C:4]([C:19](=[O:20])[C:18]([F:29])([F:28])[F:17])=[CH:5][N:6]2[CH2:11][CH2:12][O:13][CH:14]1[CH2:16][CH2:15]1, predict the reactants needed to synthesize it. The reactants are: [Cl:1][C:2]1[CH:10]=[CH:9][CH:8]=[C:7]2[C:3]=1[CH:4]=[CH:5][N:6]2[CH2:11][CH2:12][O:13][CH:14]1[CH2:16][CH2:15]1.[F:17][C:18]([F:29])([F:28])[C:19](O[C:19](=[O:20])[C:18]([F:29])([F:28])[F:17])=[O:20]. (3) The reactants are: [CH2:1]1COCC1.C[Si]([N-][Si](C)(C)C)(C)C.[K+].[CH3:16][Si:17]([CH3:43])([CH3:42])[CH2:18][CH2:19][O:20][CH2:21][N:22]1[C:26]2[N:27]=[CH:28][N:29]=[C:30]([C:31]3[CH:32]=[N:33][N:34]([CH:36]([CH2:40][CH3:41])[CH2:37][CH:38]=O)[CH:35]=3)[C:25]=2[CH:24]=[CH:23]1. Given the product [CH2:40]([CH:36]([N:34]1[CH:35]=[C:31]([C:30]2[C:25]3[CH:24]=[CH:23][N:22]([CH2:21][O:20][CH2:19][CH2:18][Si:17]([CH3:16])([CH3:42])[CH3:43])[C:26]=3[N:27]=[CH:28][N:29]=2)[CH:32]=[N:33]1)[CH2:37][CH:38]=[CH2:1])[CH3:41], predict the reactants needed to synthesize it. (4) Given the product [CH3:43][S:44]([O-:47])(=[O:46])=[O:45].[CH2:2]([O:4][C:5]1[CH:10]=[CH:9][C:8]([S:11]([N:14]2[CH2:19][CH2:18][N+:17]([CH2:21][O:22][C:23]([O:25][CH:26]([CH3:27])[CH3:28])=[O:24])([CH3:20])[CH2:16][CH2:15]2)(=[O:13])=[O:12])=[CH:7][C:6]=1[C:29]1[NH:30][C:31](=[O:42])[C:32]2[N:37]([CH3:38])[N:36]=[C:35]([CH2:39][CH2:40][CH3:41])[C:33]=2[N:34]=1)[CH3:3], predict the reactants needed to synthesize it. The reactants are: [I-].[CH2:2]([O:4][C:5]1[CH:10]=[CH:9][C:8]([S:11]([N:14]2[CH2:19][CH2:18][N+:17]([CH2:21][O:22][C:23]([O:25][CH:26]([CH3:28])[CH3:27])=[O:24])([CH3:20])[CH2:16][CH2:15]2)(=[O:13])=[O:12])=[CH:7][C:6]=1[C:29]1[NH:30][C:31](=[O:42])[C:32]2[N:37]([CH3:38])[N:36]=[C:35]([CH2:39][CH2:40][CH3:41])[C:33]=2[N:34]=1)[CH3:3].[CH3:43][S:44]([O-:47])(=[O:46])=[O:45]. (5) Given the product [CH:1]1[N:5]2[C:6]3[CH:25]=[CH:24][CH:23]=[CH:22][C:7]=3[CH2:8][CH2:9][C@@H:10]([NH2:11])[C:4]2=[N:3][CH:2]=1, predict the reactants needed to synthesize it. The reactants are: [CH:1]1[N:5]2[C:6]3[CH:25]=[CH:24][CH:23]=[CH:22][C:7]=3[CH2:8][CH2:9][C@@H:10]([NH:11]C(=O)OCC3C=CC=CC=3)[C:4]2=[N:3][CH:2]=1.C(O)C. (6) Given the product [CH3:56][O:55][C:51]1[CH:52]=[CH:53][CH:54]=[C:49]2[C:50]=1[O:1][C:2]1[CH:3]=[C:4]([C:5]#[N:6])[CH:7]=[CH:8][C:9]=1[N:10]2[CH:11]1[CH2:17][CH:16]2[N:18]([CH3:19])[CH:13]([CH2:14][CH2:15]2)[CH2:12]1.[C:20]([OH:26])([C:22]([F:25])([F:24])[F:23])=[O:21], predict the reactants needed to synthesize it. The reactants are: [OH:1][C:2]1[CH:3]=[C:4]([CH:7]=[CH:8][C:9]=1[NH:10][CH:11]1[CH2:17][CH:16]2[N:18]([CH3:19])[CH:13]([CH2:14][CH2:15]2)[CH2:12]1)[C:5]#[N:6].[C:20]([OH:26])([C:22]([F:25])([F:24])[F:23])=[O:21].COC(=O)C1C=CC(NC2CC3N(C)C(CC3)C2)=C(O)C=1.F[C:49]1[CH:54]=[CH:53][CH:52]=[C:51]([O:55][CH3:56])[C:50]=1[N+]([O-])=O.FC1C=CC=CC=1[N+]([O-])=O.